This data is from Forward reaction prediction with 1.9M reactions from USPTO patents (1976-2016). The task is: Predict the product of the given reaction. (1) Given the reactants [F:1][C:2]([F:7])([F:6])[C:3]([O-:5])=[O:4].[C:8]([CH2:11][C@@H:12]([NH:18][S:19]([C:22]1[S:23][C:24]([C:27]#[C:28][C:29]2[CH:30]=[C:31]([CH3:35])[CH:32]=[CH:33][CH:34]=2)=[CH:25][CH:26]=1)(=[O:21])=[O:20])[CH2:13][N+:14]([CH3:17])([CH3:16])[CH3:15])([OH:10])=[O:9], predict the reaction product. The product is: [F:1][C:2]([F:7])([F:6])[C:3]([O-:5])=[O:4].[C:8]([CH2:11][C@@H:12]([NH:18][S:19]([C:22]1[S:23][C:24]([CH2:27][CH2:28][C:29]2[CH:34]=[CH:33][CH:32]=[C:31]([CH3:35])[CH:30]=2)=[CH:25][CH:26]=1)(=[O:20])=[O:21])[CH2:13][N+:14]([CH3:17])([CH3:15])[CH3:16])([OH:10])=[O:9]. (2) Given the reactants Cl[C:2]1[CH:7]=[CH:6][C:5]([CH2:8][O:9][CH:10]([CH3:12])[CH3:11])=[CH:4][N:3]=1.[CH3:13][N:14](C=O)C, predict the reaction product. The product is: [CH:10]([O:9][CH2:8][C:5]1[CH:6]=[CH:7][C:2]([C:13]#[N:14])=[N:3][CH:4]=1)([CH3:12])[CH3:11]. (3) Given the reactants [F:1][C:2]([F:48])([F:47])[C:3]1[CH:4]=[C:5]([CH:40]=[C:41]([C:43]([F:46])([F:45])[F:44])[CH:42]=1)[CH2:6][N:7]([C:28]1[N:33]=[CH:32][C:31]([N:34]2[CH2:39][CH2:38][O:37][CH2:36][CH2:35]2)=[CH:30][N:29]=1)[CH2:8][C:9]1[CH:14]=[C:13]([C:15]([F:18])([F:17])[F:16])[CH:12]=[CH:11][C:10]=1B1OC(C)(C)C(C)(C)O1.Cl[C:50]1[C:55]([C:56]([O:58][CH2:59][CH3:60])=[O:57])=[CH:54][N:53]=[C:52]([C:61]([F:64])([F:63])[F:62])[N:51]=1.C(=O)([O-])[O-].[Cs+].[Cs+].O, predict the reaction product. The product is: [F:46][C:43]([F:45])([F:44])[C:41]1[CH:40]=[C:5]([CH:4]=[C:3]([C:2]([F:48])([F:1])[F:47])[CH:42]=1)[CH2:6][N:7]([CH2:8][C:9]1[CH:14]=[C:13]([C:15]([F:17])([F:18])[F:16])[CH:12]=[CH:11][C:10]=1[C:54]1[C:55]([C:56]([O:58][CH2:59][CH3:60])=[O:57])=[CH:50][N:51]=[C:52]([C:61]([F:63])([F:64])[F:62])[N:53]=1)[C:28]1[N:29]=[CH:30][C:31]([N:34]2[CH2:39][CH2:38][O:37][CH2:36][CH2:35]2)=[CH:32][N:33]=1. (4) The product is: [F:27][C:21]1[CH:22]=[C:23]([F:26])[CH:24]=[CH:25][C:20]=1[CH2:19][C:9]1[C:10]([CH2:17][CH3:18])=[N:11][C:12]2[C:7]([C:8]=1[O:28][CH:29]([F:30])[F:31])=[C:6]([O:5][CH2:4][C:3]([OH:32])=[O:2])[CH:15]=[CH:14][C:13]=2[F:16]. Given the reactants C[O:2][C:3](=[O:32])[CH2:4][O:5][C:6]1[CH:15]=[CH:14][C:13]([F:16])=[C:12]2[C:7]=1[C:8]([O:28][CH:29]([F:31])[F:30])=[C:9]([CH2:19][C:20]1[CH:25]=[CH:24][C:23]([F:26])=[CH:22][C:21]=1[F:27])[C:10]([CH2:17][CH3:18])=[N:11]2.CO.O.[OH-].[Li+], predict the reaction product. (5) Given the reactants NC1C=CC(C)=C(C(C2C=CC(NC3C=CC(C(F)(F)F)=CC=3)=CC=2Cl)=O)C=1.[Cl:29][C:30]1[CH:35]=[C:34]([NH:36][C:37]2[CH:42]=[CH:41][C:40]([F:43])=[CH:39][C:38]=2[Cl:44])[CH:33]=[CH:32][C:31]=1[C:45]([C:47]1[CH:52]=[C:51]([N+:53]([O-])=O)[CH:50]=[CH:49][C:48]=1[CH3:56])=[O:46], predict the reaction product. The product is: [NH2:53][C:51]1[CH:50]=[CH:49][C:48]([CH3:56])=[C:47]([C:45]([C:31]2[CH:32]=[CH:33][C:34]([NH:36][C:37]3[CH:42]=[CH:41][C:40]([F:43])=[CH:39][C:38]=3[Cl:44])=[CH:35][C:30]=2[Cl:29])=[O:46])[CH:52]=1. (6) The product is: [OH:12][CH2:11][C:8]1[CH:9]=[CH:10][C:5]([CH:4]=[O:3])=[CH:6][CH:7]=1. Given the reactants C([O:3][CH:4](OCC)[C:5]1[CH:10]=[CH:9][C:8]([CH2:11][OH:12])=[CH:7][CH:6]=1)C, predict the reaction product. (7) Given the reactants [CH2:1]([O:8][C:9](=[O:18])[NH:10][C:11]1([CH3:17])[CH2:16][CH2:15][NH:14][CH2:13][CH2:12]1)[C:2]1[CH:7]=[CH:6][CH:5]=[CH:4][CH:3]=1.Cl[C:20]1[CH:25]=[C:24]([C:26]#[N:27])[CH:23]=[CH:22][N:21]=1.C(N(C(C)C)CC)(C)C, predict the reaction product. The product is: [CH2:1]([O:8][C:9](=[O:18])[NH:10][C:11]1([CH3:17])[CH2:16][CH2:15][N:14]([C:20]2[CH:25]=[C:24]([C:26]#[N:27])[CH:23]=[CH:22][N:21]=2)[CH2:13][CH2:12]1)[C:2]1[CH:7]=[CH:6][CH:5]=[CH:4][CH:3]=1. (8) Given the reactants Br[C:2]1[C:3]2[N:4]([CH:9]=[CH:10][N:11]=2)[N:5]=[C:6]([Cl:8])[CH:7]=1.[CH3:12][CH:13]1[CH2:17][CH2:16][CH2:15][N:14]1[C:18]1[N:23]=[C:22]([NH2:24])[CH:21]=[CH:20][CH:19]=1.C1C=CC(P(C2C(C3C(P(C4C=CC=CC=4)C4C=CC=CC=4)=CC=C4C=3C=CC=C4)=C3C(C=CC=C3)=CC=2)C2C=CC=CC=2)=CC=1.C([O-])([O-])=O.[Cs+].[Cs+], predict the reaction product. The product is: [Cl:8][C:6]1[CH:7]=[C:2]([NH:24][C:22]2[CH:21]=[CH:20][CH:19]=[C:18]([N:14]3[CH2:15][CH2:16][CH2:17][CH:13]3[CH3:12])[N:23]=2)[C:3]2[N:4]([CH:9]=[CH:10][N:11]=2)[N:5]=1. (9) Given the reactants [NH2:1][C:2]1[C:3]([Cl:14])=[CH:4][C:5]([CH2:10][CH2:11][CH:12]=[O:13])=[C:6]([CH:9]=1)[C:7]#[N:8].C1COCC1.[BH4-].[Na+], predict the reaction product. The product is: [NH2:1][C:2]1[C:3]([Cl:14])=[CH:4][C:5]([CH2:10][CH2:11][CH2:12][OH:13])=[C:6]([CH:9]=1)[C:7]#[N:8]. (10) Given the reactants [CH2:1]([N:3]([CH2:17][CH3:18])[C:4]1[CH:13]=[C:12]2[C:7]([CH:8]=[C:9]([CH:15]=O)[C:10](=[O:14])[O:11]2)=[CH:6][CH:5]=1)[CH3:2].[C:19]([CH2:22][CH2:23][CH2:24][CH2:25][CH2:26][N+:27]1[CH:32]=[CH:31][C:30]([CH3:33])=[C:29]([S:34]([O-:37])(=[O:36])=[O:35])[CH:28]=1)([OH:21])=[O:20].[CH3:38][N+:39]([CH2:42][C:43]([OH:45])=[O:44])([CH3:41])[CH3:40].CO.O, predict the reaction product. The product is: [C:19]([CH2:22][CH2:23][CH2:24][CH2:25][CH2:26][N+:27]1[CH:32]=[CH:31][C:30](/[CH:33]=[CH:15]/[C:9]2[C:10](=[O:14])[O:11][C:12]3[C:7]([CH:8]=2)=[CH:6][CH:5]=[C:4]([N:3]([CH2:17][CH3:18])[CH2:1][CH3:2])[CH:13]=3)=[C:29]([S:34]([O-:37])(=[O:36])=[O:35])[CH:28]=1)([OH:21])=[O:20].[CH3:38][N+:39]([CH2:42][C:43]([OH:45])=[O:44])([CH3:41])[CH3:40].